This data is from Reaction yield outcomes from USPTO patents with 853,638 reactions. The task is: Predict the reaction yield, written as a fraction of the theoretical maximum amount of product (1.0 means a 100% yield; for example, 0.34 means a 34% yield). The product is [CH2:11]([O:13][C:14](=[O:42])[CH2:15][CH2:16][CH2:17][CH2:18][CH2:19][O:20][CH2:21][CH2:22][O:23][CH2:24][CH2:25][O:26][CH2:27][CH2:28][O:29][CH2:30][CH2:31][O:32][CH2:33][CH2:34][O:35][CH2:36][CH2:37][O:7][CH2:6][CH2:5][O:4][CH3:3])[CH3:12]. The reactants are [H-].[Na+].[CH3:3][O:4][CH2:5][CH2:6][O:7]CCO.[CH2:11]([O:13][C:14](=[O:42])[CH2:15][CH2:16][CH2:17][CH2:18][CH2:19][O:20][CH2:21][CH2:22][O:23][CH2:24][CH2:25][O:26][CH2:27][CH2:28][O:29][CH2:30][CH2:31][O:32][CH2:33][CH2:34][O:35][CH2:36][CH2:37]S(C)(=O)=O)[CH3:12]. The yield is 0.570. The catalyst is C1(C)C=CC=CC=1.